This data is from Full USPTO retrosynthesis dataset with 1.9M reactions from patents (1976-2016). The task is: Predict the reactants needed to synthesize the given product. (1) Given the product [CH3:1][O:2][C:3](=[O:28])[CH:4]([NH2:17])[CH2:5][C:6]1[CH:7]=[C:8]2[C:12](=[CH:13][CH:14]=1)[NH:11][CH:10]=[C:9]2[C:15]#[N:16], predict the reactants needed to synthesize it. The reactants are: [CH3:1][O:2][C:3](=[O:28])[C:4]([NH:17]C(OCC1C=CC=CC=1)=O)=[CH:5][C:6]1[CH:7]=[C:8]2[C:12](=[CH:13][CH:14]=1)[NH:11][CH:10]=[C:9]2[C:15]#[N:16]. (2) Given the product [F:24][C:25]([F:30])([F:29])[C:26]([OH:28])=[O:27].[O:21]1[CH2:22][CH2:23][CH:18]([O:17][C:13]2[CH:14]=[C:15]3[C:10](=[CH:11][CH:12]=2)[CH2:9][NH:8][CH2:16]3)[CH2:19][CH2:20]1, predict the reactants needed to synthesize it. The reactants are: C(OC([N:8]1[CH2:16][C:15]2[C:10](=[CH:11][CH:12]=[C:13]([O:17][CH:18]3[CH2:23][CH2:22][O:21][CH2:20][CH2:19]3)[CH:14]=2)[CH2:9]1)=O)(C)(C)C.[F:24][C:25]([F:30])([F:29])[C:26]([OH:28])=[O:27]. (3) Given the product [CH2:40]([NH:39][C:37](=[O:38])[C@@H:36]([NH:35][C:31]([C:4]1[N:3]([CH2:1][CH3:2])[C:11]2[C:6]([CH:5]=1)=[CH:7][C:8]([NH:12][C:13]([C:15]1[C:16]([C:21]3[CH:22]=[CH:23][C:24]([C:27]([F:30])([F:28])[F:29])=[CH:25][CH:26]=3)=[CH:17][CH:18]=[CH:19][CH:20]=1)=[O:14])=[CH:9][CH:10]=2)=[O:33])[C:47]1[CH:48]=[CH:49][CH:50]=[CH:51][CH:52]=1)[C:41]1[CH:42]=[CH:43][CH:44]=[CH:45][CH:46]=1, predict the reactants needed to synthesize it. The reactants are: [CH2:1]([N:3]1[C:11]2[C:6](=[CH:7][C:8]([NH:12][C:13]([C:15]3[C:16]([C:21]4[CH:26]=[CH:25][C:24]([C:27]([F:30])([F:29])[F:28])=[CH:23][CH:22]=4)=[CH:17][CH:18]=[CH:19][CH:20]=3)=[O:14])=[CH:9][CH:10]=2)[CH:5]=[C:4]1[C:31]([OH:33])=O)[CH3:2].Cl.[NH2:35][C@@H:36]([C:47]1[CH:52]=[CH:51][CH:50]=[CH:49][CH:48]=1)[C:37]([NH:39][CH2:40][C:41]1[CH:46]=[CH:45][CH:44]=[CH:43][CH:42]=1)=[O:38].CCN(C(C)C)C(C)C.C1CN([P+](Br)(N2CCCC2)N2CCCC2)CC1.F[P-](F)(F)(F)(F)F. (4) Given the product [C:1]([C@@H:4]1[CH2:9][CH2:8][CH2:7][CH2:6][C@H:5]1[N:10]([CH2:28][C:29]1[CH:34]=[CH:33][C:32]([C:35]2[O:36][CH:37]=[CH:38][N:39]=2)=[CH:31][C:30]=1[F:40])[S:11]([C:14]1[CH:15]=[CH:16][C:17]([Cl:20])=[CH:18][CH:19]=1)(=[O:12])=[O:13])(=[O:3])[CH3:2], predict the reactants needed to synthesize it. The reactants are: [C:1]([C@@H:4]1[CH2:9][CH2:8][CH2:7][CH2:6][C@H:5]1[NH:10][S:11]([C:14]1[CH:19]=[CH:18][C:17]([Cl:20])=[CH:16][CH:15]=1)(=[O:13])=[O:12])(=[O:3])[CH3:2].C(=O)([O-])[O-].[Cs+].[Cs+].Br[CH2:28][C:29]1[CH:34]=[CH:33][C:32]([C:35]2[O:36][CH:37]=[CH:38][N:39]=2)=[CH:31][C:30]=1[F:40].ClC1C=CC(S(N(CC2C=CC(C3OC=CN=3)=C(F)C=2F)[C@@H]2CCCC[C@H]2CO)(=O)=O)=CC=1. (5) The reactants are: [CH3:1][O:2][C:3]1[N:8]=[C:7]([CH2:9][C@@H:10]([C:12]([O:14][CH2:15][CH3:16])=[O:13])[NH2:11])[CH:6]=[CH:5][CH:4]=1.[C:17]([NH:24][CH2:25][C:26](O)=[O:27])([O:19][C:20]([CH3:23])([CH3:22])[CH3:21])=[O:18].CN(C(ON1N=NC2C=CC=NC1=2)=[N+](C)C)C.F[P-](F)(F)(F)(F)F.C(N(CC)C(C)C)(C)C. Given the product [C:20]([O:19][C:17]([NH:24][CH2:25][C:26]([NH:11][C@H:10]([C:12]([O:14][CH2:15][CH3:16])=[O:13])[CH2:9][C:7]1[CH:6]=[CH:5][CH:4]=[C:3]([O:2][CH3:1])[N:8]=1)=[O:27])=[O:18])([CH3:23])([CH3:22])[CH3:21], predict the reactants needed to synthesize it. (6) Given the product [Cl:20][C:4]1[C:3]([CH3:21])=[C:2]([B:38]2[O:42][C:41]([CH3:44])([CH3:43])[C:40]([CH3:46])([CH3:45])[O:39]2)[CH:18]=[C:17]([CH3:19])[C:5]=1[O:6][Si:7]([CH:14]([CH3:16])[CH3:15])([CH:11]([CH3:13])[CH3:12])[CH:8]([CH3:10])[CH3:9], predict the reactants needed to synthesize it. The reactants are: Br[C:2]1[CH:18]=[C:17]([CH3:19])[C:5]([O:6][Si:7]([CH:14]([CH3:16])[CH3:15])([CH:11]([CH3:13])[CH3:12])[CH:8]([CH3:10])[CH3:9])=[C:4]([Cl:20])[C:3]=1[CH3:21].C(=O)=O.CC(C)=O.[Li]CCCC.C(O[B:38]1[O:42][C:41]([CH3:44])([CH3:43])[C:40]([CH3:46])([CH3:45])[O:39]1)(C)C.